This data is from Forward reaction prediction with 1.9M reactions from USPTO patents (1976-2016). The task is: Predict the product of the given reaction. (1) Given the reactants [N:1]1([CH2:7][CH2:8][CH2:9][OH:10])[CH2:6][CH2:5][O:4][CH2:3][CH2:2]1.[H-].[Na+].[Cl:13][C:14]1[CH:19]=[CH:18][C:17]([C:20](=[O:30])[NH:21][CH2:22][C:23]2[CH:28]=[CH:27][CH:26]=[C:25]([Cl:29])[CH:24]=2)=[CH:16][C:15]=1[NH:31][C:32]([C:34]1[C:47](=[O:48])[NH:46][C:37]2[N:38]=[C:39](S(C)(=O)=O)[N:40]=[CH:41][C:36]=2[CH:35]=1)=[O:33], predict the reaction product. The product is: [Cl:13][C:14]1[CH:19]=[CH:18][C:17]([C:20](=[O:30])[NH:21][CH2:22][C:23]2[CH:28]=[CH:27][CH:26]=[C:25]([Cl:29])[CH:24]=2)=[CH:16][C:15]=1[NH:31][C:32]([C:34]1[C:47](=[O:48])[NH:46][C:37]2[N:38]=[C:39]([O:10][CH2:9][CH2:8][CH2:7][N:1]3[CH2:6][CH2:5][O:4][CH2:3][CH2:2]3)[N:40]=[CH:41][C:36]=2[CH:35]=1)=[O:33]. (2) Given the reactants [CH2:1]([O:3][C:4](=[O:24])[CH2:5][C@@H:6]([NH:13][C:14]1[C:19]([N+:20]([O-])=O)=[CH:18][CH:17]=[C:16]([CH3:23])[N:15]=1)[C:7]1[CH:12]=[CH:11][CH:10]=[CH:9][CH:8]=1)[CH3:2].Br[CH2:26][C:27]1[C:31]2[C:32]([CH3:37])=[CH:33][C:34]([CH3:36])=[CH:35][C:30]=2[S:29][N:28]=1.C([O-])([O-])=[O:39].[K+].[K+].O, predict the reaction product. The product is: [CH2:1]([O:3][C:4](=[O:24])[CH2:5][C@@H:6]([N:13]1[C:17]2[CH:18]=[CH:19][N:20]=[CH:23][C:16]=2[N:15]([CH2:26][C:27]2[C:31]3[C:32]([CH3:37])=[CH:33][C:34]([CH3:36])=[CH:35][C:30]=3[S:29][N:28]=2)[C:14]1=[O:39])[C:7]1[CH:12]=[CH:11][CH:10]=[CH:9][CH:8]=1)[CH3:2]. (3) Given the reactants [CH2:1]([O:3][C:4]([N:6]1[C:15]2[C:10](=[N:11][C:12]([O:16][CH3:17])=[CH:13][CH:14]=2)[C@H:9]([NH2:18])[CH2:8][C@@H:7]1[CH2:19][CH3:20])=[O:5])[CH3:2].[Br:21][C:22]1[CH:23]=[N:24][C:25](Cl)=[N:26][CH:27]=1.C(N(CC)C(C)C)(C)C, predict the reaction product. The product is: [CH2:1]([O:3][C:4]([N:6]1[C:15]2[C:10](=[N:11][C:12]([O:16][CH3:17])=[CH:13][CH:14]=2)[C@H:9]([NH:18][C:25]2[N:26]=[CH:27][C:22]([Br:21])=[CH:23][N:24]=2)[CH2:8][C@@H:7]1[CH2:19][CH3:20])=[O:5])[CH3:2]. (4) Given the reactants F[C:2]1[CH:7]=[CH:6][C:5]([S:8]([Cl:11])(=[O:10])=[O:9])=[CH:4][C:3]=1[O:12][CH3:13].[Cl:14]C1C=CC(N)=CC=1OC, predict the reaction product. The product is: [Cl:14][C:2]1[CH:7]=[CH:6][C:5]([S:8]([Cl:11])(=[O:10])=[O:9])=[CH:4][C:3]=1[O:12][CH3:13]. (5) Given the reactants [CH3:1][C:2]1([CH3:18])[C:14]2[CH:13]=[C:12](B(O)O)[CH:11]=[CH:10][C:9]=2[C:8]2[C:3]1=[CH:4][CH:5]=[CH:6][CH:7]=2.Cl[C:20]1[C:29]2[C:24](=[CH:25][CH:26]=[CH:27][CH:28]=2)[CH:23]=[CH:22][N:21]=1.C1(C)C=CC=CC=1.C(=O)([O-])[O-].[Na+].[Na+], predict the reaction product. The product is: [CH3:1][C:2]1([CH3:18])[C:14]2[CH:13]=[C:12]([C:20]3[C:29]4[C:24](=[CH:25][CH:26]=[CH:27][CH:28]=4)[CH:23]=[CH:22][N:21]=3)[CH:11]=[CH:10][C:9]=2[C:8]2[C:3]1=[CH:4][CH:5]=[CH:6][CH:7]=2.